This data is from Full USPTO retrosynthesis dataset with 1.9M reactions from patents (1976-2016). The task is: Predict the reactants needed to synthesize the given product. (1) Given the product [Br:18][C:11]1[CH:12]=[CH:13][C:7]2[O:6][C:5]3[CH:4]=[C:3]([S:14]([Cl:17])(=[O:16])=[O:15])[CH:2]=[CH:1][C:9]=3[C:8]=2[CH:10]=1, predict the reactants needed to synthesize it. The reactants are: [CH:1]1[C:9]2[C:8]3[CH:10]=[CH:11][CH:12]=[CH:13][C:7]=3[O:6][C:5]=2[CH:4]=[C:3]([S:14]([Cl:17])(=[O:16])=[O:15])[CH:2]=1.[Br:18]Br. (2) The reactants are: O[CH2:2][C:3]1[CH:21]=[CH:20][C:6]2/[C:7](=[C:16](\[CH3:19])/[C:17]#[N:18])/[C:8]3[CH:15]=[CH:14][CH:13]=[CH:12][C:9]=3[O:10][CH2:11][C:5]=2[CH:4]=1.N1C(C)=CC=CC=1C.[Br-].[Li+].CS(OS(C)(=O)=O)(=O)=O.[CH2:41]([C:43]1[NH:44][C:45]2[C:51]([CH3:52])=[CH:50][C:49]([CH3:53])=[CH:48][C:46]=2[N:47]=1)[CH3:42].[OH-].[Li+]. Given the product [CH2:41]([C:43]1[N:47]([CH2:2][C:3]2[CH:21]=[CH:20][C:6]3/[C:7](=[C:16](\[CH3:19])/[C:17]#[N:18])/[C:8]4[CH:15]=[CH:14][CH:13]=[CH:12][C:9]=4[O:10][CH2:11][C:5]=3[CH:4]=2)[C:46]2[CH:48]=[C:49]([CH3:53])[CH:50]=[C:51]([CH3:52])[C:45]=2[N:44]=1)[CH3:42], predict the reactants needed to synthesize it. (3) Given the product [F:33][C:30]1[CH:29]=[CH:28][C:27]([C:26]2[N:25]([CH2:34][C:35]3([CH3:38])[CH2:36][CH2:37]3)[N:24]=[C:23]([CH3:39])[C:22]=2[C:9]2[CH:10]=[CH:11][C:12]3[O:17][CH2:16][C:15](=[O:18])[NH:14][C:13]=3[CH:19]=2)=[CH:32][CH:31]=1, predict the reactants needed to synthesize it. The reactants are: CC1(C)C(C)(C)OB([C:9]2[CH:10]=[CH:11][C:12]3[O:17][CH2:16][C:15](=[O:18])[NH:14][C:13]=3[CH:19]=2)O1.Br[C:22]1[C:23]([CH3:39])=[N:24][N:25]([CH2:34][C:35]2([CH3:38])[CH2:37][CH2:36]2)[C:26]=1[C:27]1[CH:32]=[CH:31][C:30]([F:33])=[CH:29][CH:28]=1.C(=O)([O-])[O-].[Cs+].[Cs+].O. (4) Given the product [Cl:35][C:33]1[CH:32]=[C:29]([CH:28]=[C:27]([O:26][C:23]2[C:24](=[O:25])[N:19]([CH2:18][C:4]3[CH:3]=[C:2]([N:40]4[CH:44]=[CH:43][CH:42]=[N:41]4)[C:7](=[O:8])[N:6]([CH2:9][C:10]4[CH:15]=[CH:14][C:13]([O:16][CH3:17])=[CH:12][CH:11]=4)[N:5]=3)[CH:20]=[N:21][C:22]=2[C:36]([F:39])([F:38])[F:37])[CH:34]=1)[C:30]#[N:31], predict the reactants needed to synthesize it. The reactants are: Br[C:2]1[C:7](=[O:8])[N:6]([CH2:9][C:10]2[CH:15]=[CH:14][C:13]([O:16][CH3:17])=[CH:12][CH:11]=2)[N:5]=[C:4]([CH2:18][N:19]2[C:24](=[O:25])[C:23]([O:26][C:27]3[CH:28]=[C:29]([CH:32]=[C:33]([Cl:35])[CH:34]=3)[C:30]#[N:31])=[C:22]([C:36]([F:39])([F:38])[F:37])[N:21]=[CH:20]2)[CH:3]=1.[NH:40]1[CH:44]=[CH:43][CH:42]=[N:41]1.C(=O)([O-])[O-].[K+].[K+]. (5) Given the product [Cl:1][C:2]1[CH:3]=[N:4][C:5]2[N:6]([N:8]=[C:9]([C:11]([N:22]3[CH2:21][CH2:20][C:19]4[C:24](=[CH:25][C:16]([O:15][CH3:14])=[CH:17][CH:18]=4)[CH:23]3[CH3:26])=[O:13])[CH:10]=2)[CH:7]=1, predict the reactants needed to synthesize it. The reactants are: [Cl:1][C:2]1[CH:3]=[N:4][C:5]2[N:6]([N:8]=[C:9]([C:11]([OH:13])=O)[CH:10]=2)[CH:7]=1.[CH3:14][O:15][C:16]1[CH:25]=[C:24]2[C:19]([CH2:20][CH2:21][NH:22][CH:23]2[CH3:26])=[CH:18][CH:17]=1. (6) Given the product [NH2:1][C:2]1[CH:10]=[C:9]([N+:11]([O-:13])=[O:12])[CH:8]=[CH:7][C:3]=1[CH2:4][OH:5], predict the reactants needed to synthesize it. The reactants are: [NH2:1][C:2]1[CH:10]=[C:9]([N+:11]([O-:13])=[O:12])[CH:8]=[CH:7][C:3]=1[C:4](O)=[O:5].B.C1COCC1. (7) Given the product [CH3:14][C:15]1[N:1]([C@H:2]2[CH2:6][C@@:5]([CH:34]([CH3:35])[CH3:32])([C:7]([OH:9])=[O:8])[CH:4]=[CH:3]2)[C:17]([CH3:20])=[CH:18][CH:19]=1, predict the reactants needed to synthesize it. The reactants are: [NH2:1][C@H:2]1[CH2:6][C@@H:5]([C:7]([OH:9])=[O:8])[CH:4]=[CH:3]1.S(Cl)(Cl)=O.[CH3:14][C:15]1N([C@H]2C[C@@H](C(OC)=O)C=C2)[C:17]([CH3:20])=[CH:18][CH:19]=1.CO[C:32]([C@@H:34]1C[C@H](N)C=[CH:35]1)=O.CC(=O)CC(=O)C.CCN(C(C)C)C(C)C.ICCC.C[Si]([N-][Si](C)(C)C)(C)C.[Li+]. (8) Given the product [N:32]([CH2:2][C:3](=[O:31])[C@@H:4]([NH:13][C:14]([O:16][CH2:17][CH:18]1[C:30]2[CH:29]=[CH:28][CH:27]=[CH:26][C:25]=2[C:24]2[C:19]1=[CH:20][CH:21]=[CH:22][CH:23]=2)=[O:15])[CH2:5][C:6]([O:8][C:9]([CH3:12])([CH3:11])[CH3:10])=[O:7])=[N+:33]=[N-:34], predict the reactants needed to synthesize it. The reactants are: Br[CH2:2][C:3](=[O:31])[C@@H:4]([NH:13][C:14]([O:16][CH2:17][CH:18]1[C:30]2[CH:29]=[CH:28][CH:27]=[CH:26][C:25]=2[C:24]2[C:19]1=[CH:20][CH:21]=[CH:22][CH:23]=2)=[O:15])[CH2:5][C:6]([O:8][C:9]([CH3:12])([CH3:11])[CH3:10])=[O:7].[N-:32]=[N+:33]=[N-:34].[Na+]. (9) The reactants are: [C:1]([NH:5][C:6]1[C:7]([C:20]2[CH:25]=[CH:24][C:23]([F:26])=[CH:22][CH:21]=2)=[N:8][C:9]2[C:14]([N:15]=1)=[CH:13][C:12]([C:16]([O:18]C)=[O:17])=[CH:11][CH:10]=2)([CH3:4])([CH3:3])[CH3:2].[H-].[Na+].[CH3:29]I. Given the product [C:1]([N:5]([CH3:29])[C:6]1[C:7]([C:20]2[CH:25]=[CH:24][C:23]([F:26])=[CH:22][CH:21]=2)=[N:8][C:9]2[C:14]([N:15]=1)=[CH:13][C:12]([C:16]([OH:18])=[O:17])=[CH:11][CH:10]=2)([CH3:2])([CH3:4])[CH3:3], predict the reactants needed to synthesize it.